Dataset: Full USPTO retrosynthesis dataset with 1.9M reactions from patents (1976-2016). Task: Predict the reactants needed to synthesize the given product. (1) The reactants are: [F:1][CH2:2][CH2:3][O:4][C:5]1[CH:10]=[CH:9][CH:8]=[CH:7][C:6]=1[C:11]1[CH:12]=[C:13]([CH:17]([NH:23][C:24]([C@@H:26]2[CH2:31][CH2:30][CH2:29][N:28]([C:32](=[O:48])[CH2:33][CH2:34][CH:35]3[CH2:40][CH2:39][N:38]([C:41]([O:43][C:44]([CH3:47])([CH3:46])[CH3:45])=[O:42])[CH2:37][CH2:36]3)[CH2:27]2)=[O:25])[CH2:18][C:19]([O:21]C)=[O:20])[CH:14]=[N:15][CH:16]=1.O.O.O.O.O.O.O.O.[OH-].[Ba+2].[OH-]. Given the product [C:44]([O:43][C:41]([N:38]1[CH2:39][CH2:40][CH:35]([CH2:34][CH2:33][C:32]([N:28]2[CH2:29][CH2:30][CH2:31][C@@H:26]([C:24]([NH:23][CH:17]([C:13]3[CH:14]=[N:15][CH:16]=[C:11]([C:6]4[CH:7]=[CH:8][CH:9]=[CH:10][C:5]=4[O:4][CH2:3][CH2:2][F:1])[CH:12]=3)[CH2:18][C:19]([OH:21])=[O:20])=[O:25])[CH2:27]2)=[O:48])[CH2:36][CH2:37]1)=[O:42])([CH3:47])([CH3:46])[CH3:45], predict the reactants needed to synthesize it. (2) Given the product [F:1][C:2]1[CH:3]=[CH:4][C:5]([C:8]2[O:9][C:10]3[CH:21]=[C:20]([N+:22]([O-:24])=[O:23])[C:19]([OH:25])=[CH:18][C:11]=3[C:12]=2[C:13]2[NH:17][CH:16]=[CH:15][N:14]=2)=[CH:6][CH:7]=1, predict the reactants needed to synthesize it. The reactants are: [F:1][C:2]1[CH:7]=[CH:6][C:5]([C:8]2[O:9][C:10]3[CH:21]=[C:20]([N+:22]([O-:24])=[O:23])[C:19]([O:25]C(C)C)=[CH:18][C:11]=3[C:12]=2[C:13]2[NH:14][CH:15]=[CH:16][N:17]=2)=[CH:4][CH:3]=1.ClB(Cl)Cl. (3) Given the product [CH3:12][O:11][C:10]1[CH:9]=[CH:8][C:5](/[CH:6]=[CH:21]/[N+:18]([O-:20])=[O:19])=[CH:4][C:3]=1[O:2][CH3:1], predict the reactants needed to synthesize it. The reactants are: [CH3:1][O:2][C:3]1[CH:4]=[C:5]([CH:8]=[CH:9][C:10]=1[O:11][CH3:12])[CH:6]=O.C([O-])(=O)C.[NH4+].[N+:18]([CH3:21])([O-:20])=[O:19]. (4) Given the product [CH3:35][C:10]1[CH:11]=[C:12]([S:15][CH:16]([C:18]2[C:19]([CH3:34])=[N:20][C:21]([C:24]3[CH:29]=[CH:28][C:27]([C:30]([F:33])([F:32])[F:31])=[CH:26][CH:25]=3)=[CH:22][CH:23]=2)[CH3:17])[CH:13]=[CH:14][C:9]=1[O:8][CH2:7][C:6]([OH:36])=[O:5], predict the reactants needed to synthesize it. The reactants are: C([O:5][C:6](=[O:36])[CH2:7][O:8][C:9]1[CH:14]=[CH:13][C:12]([S:15][CH:16]([C:18]2[C:19]([CH3:34])=[N:20][C:21]([C:24]3[CH:29]=[CH:28][C:27]([C:30]([F:33])([F:32])[F:31])=[CH:26][CH:25]=3)=[CH:22][CH:23]=2)[CH3:17])=[CH:11][C:10]=1[CH3:35])(C)(C)C.[OH-].[Na+]. (5) Given the product [F:29][C:26]([F:27])([F:28])[C:24]1[CH:25]=[C:20]([C:17]2[CH:18]=[CH:19][C:14]([C:13]([F:34])([F:33])[F:12])=[CH:15][CH:16]=2)[N:21]=[C:22]([C:30]2[O:11][N:10]=[C:8]([C:6]3[CH:5]=[CH:4][N:3]=[C:2]([NH2:1])[CH:7]=3)[N:9]=2)[N:23]=1, predict the reactants needed to synthesize it. The reactants are: [NH2:1][C:2]1[CH:7]=[C:6]([C:8]([NH:10][OH:11])=[NH:9])[CH:5]=[CH:4][N:3]=1.[F:12][C:13]([F:34])([F:33])[C:14]1[CH:19]=[CH:18][C:17]([C:20]2[CH:25]=[C:24]([C:26]([F:29])([F:28])[F:27])[N:23]=[C:22]([C:30](O)=O)[N:21]=2)=[CH:16][CH:15]=1. (6) The reactants are: [F:1][C:2]([F:36])([F:35])[C@@:3]([C:6]1[CH:11]=[CH:10][C:9]([N:12]2[CH2:17][CH2:16][N:15]([S:18]([C:21]3[S:22][CH:23]=[CH:24][CH:25]=3)(=[O:20])=[O:19])[CH2:14][C@H:13]2[CH2:26][O:27][CH2:28][C:29]2[CH:30]=[N:31][CH:32]=[CH:33][CH:34]=2)=[CH:8][CH:7]=1)([OH:5])[CH3:4].FC(F)(F)[C@](C1C=CC(N2CCN(S(C3SC=CC=3)(=O)=O)C[C@@H]2COCC2C=NC=CC=2)=CC=1)(O)C.FC(F)(F)[C@](C1C=CC(N2CCN(S(C3SC=CC=3)(=O)=O)C[C@H]2COCC2C=NC=CC=2)=CC=1)(O)C.C1N=C(N)C2N=CN([C@@H]3O[C@H](COP(OP(OC[C@H]4O[C@@H](N5C=C(C(N)=O)CC=C5)[C@H](O)[C@@H]4O)(O)=O)(O)=O)[C@@H](O)[C@H]3OP(O)(O)=O)C=2N=1. Given the product [F:36][C:2]([F:1])([F:35])[C@@:3]([C:6]1[CH:7]=[CH:8][C:9]([N:12]2[CH2:17][CH2:16][N:15]([S:18]([C:21]3[S:22][CH:23]=[CH:24][CH:25]=3)(=[O:20])=[O:19])[CH2:14][C@@H:13]2[CH2:26][O:27][CH2:28][C:29]2[CH:30]=[N:31][CH:32]=[CH:33][CH:34]=2)=[CH:10][CH:11]=1)([OH:5])[CH3:4], predict the reactants needed to synthesize it. (7) Given the product [CH:1]1([CH2:4][NH:5][C:6]([NH:8][C:9]2[CH:14]=[CH:13][C:12]([O:15][CH:16]3[CH2:21][CH2:20][N:19]([C:34](=[O:35])[C:33]4[CH:32]=[CH:31][C:30]([C:24]([OH:29])([C:23]([F:22])([F:39])[F:40])[C:25]([F:26])([F:27])[F:28])=[CH:38][CH:37]=4)[CH2:18][CH2:17]3)=[CH:11][CH:10]=2)=[O:7])[CH2:2][CH2:3]1, predict the reactants needed to synthesize it. The reactants are: [CH:1]1([CH2:4][NH:5][C:6]([NH:8][C:9]2[CH:14]=[CH:13][C:12]([O:15][CH:16]3[CH2:21][CH2:20][NH:19][CH2:18][CH2:17]3)=[CH:11][CH:10]=2)=[O:7])[CH2:3][CH2:2]1.[F:22][C:23]([F:40])([F:39])[C:24]([C:30]1[CH:38]=[CH:37][C:33]([C:34](O)=[O:35])=[CH:32][CH:31]=1)([OH:29])[C:25]([F:28])([F:27])[F:26].C(N(CC)CC)C.CCCP1(OP(CCC)(=O)OP(CCC)(=O)O1)=O.